From a dataset of Forward reaction prediction with 1.9M reactions from USPTO patents (1976-2016). Predict the product of the given reaction. (1) Given the reactants [N+:1]([C:4]1[N:5]=[CH:6][N:7]([CH:9]([C:11]2[CH:16]=[CH:15][C:14]([C:17]([F:20])([F:19])[F:18])=[CH:13][CH:12]=2)[CH3:10])[CH:8]=1)([O-])=O.[F:21][C:22]1[CH:23]=[C:24]([CH2:29][C:30]([NH:32][CH:33]([CH2:37][CH2:38][CH3:39])[C:34](O)=[O:35])=[O:31])[CH:25]=[C:26]([F:28])[CH:27]=1, predict the reaction product. The product is: [F:18][C:17]([F:20])([F:19])[C:14]1[CH:15]=[CH:16][C:11]([CH:9]([N:7]2[CH:8]=[C:4]([NH:1][C:34](=[O:35])[C@@H:33]([NH:32][C:30](=[O:31])[CH2:29][C:24]3[CH:25]=[C:26]([F:28])[CH:27]=[C:22]([F:21])[CH:23]=3)[CH2:37][CH2:38][CH3:39])[N:5]=[CH:6]2)[CH3:10])=[CH:12][CH:13]=1. (2) Given the reactants [Cl:1][C:2]1[CH:3]=[C:4]2[C:10](B3OC(C)(C)C(C)(C)O3)=[CH:9][N:8]([S:20]([C:23]3[CH:28]=[CH:27][C:26]([CH3:29])=[CH:25][CH:24]=3)(=[O:22])=[O:21])[C:5]2=[N:6][CH:7]=1.Cl[C:31]1[N:36]=[C:35]([NH:37][C@H:38]2[CH2:43][CH2:42][CH2:41][C:40](=[O:44])[CH2:39]2)[C:34]([F:45])=[CH:33][N:32]=1.C([O-])([O-])=O.[Na+].[Na+], predict the reaction product. The product is: [Cl:1][C:2]1[CH:3]=[C:4]2[C:10]([C:31]3[N:36]=[C:35]([NH:37][C@H:38]4[CH2:43][CH2:42][CH2:41][C:40](=[O:44])[CH2:39]4)[C:34]([F:45])=[CH:33][N:32]=3)=[CH:9][N:8]([S:20]([C:23]3[CH:28]=[CH:27][C:26]([CH3:29])=[CH:25][CH:24]=3)(=[O:22])=[O:21])[C:5]2=[N:6][CH:7]=1. (3) Given the reactants Cl.[F:2][C:3]1[CH:26]=[C:25]([F:27])[CH:24]=[CH:23][C:4]=1[CH2:5][N:6]1[C:14]2[CH2:13][CH2:12][NH:11][CH2:10][C:9]=2[C:8]([C:15]2[CH:16]=[C:17]([CH:20]=[CH:21][CH:22]=2)[C:18]#[N:19])=[N:7]1.C(N(CC)CC)C.[CH:35]([N:38]=[C:39]=[O:40])([CH3:37])[CH3:36], predict the reaction product. The product is: [CH:35]([NH:38][C:39]([N:11]1[CH2:12][CH2:13][C:14]2[N:6]([CH2:5][C:4]3[CH:23]=[CH:24][C:25]([F:27])=[CH:26][C:3]=3[F:2])[N:7]=[C:8]([C:15]3[CH:22]=[CH:21][CH:20]=[C:17]([C:18]#[N:19])[CH:16]=3)[C:9]=2[CH2:10]1)=[O:40])([CH3:37])[CH3:36]. (4) Given the reactants [Cl:1][C:2]1[C:3]([F:65])=[C:4]([C@@H:8]2[C@:12]([C:15]3[CH:20]=[CH:19][C:18]([Cl:21])=[CH:17][C:16]=3[F:22])([C:13]#[N:14])[C@H:11]([CH2:23][C:24]([CH3:27])([CH3:26])[CH3:25])[NH:10][C@H:9]2[C:28]([NH:30][C:31]2[CH:62]=[CH:61][C:34]([C:35]([O:37][CH:38]([O:40][C:41]([O:43][C@@H:44]3[C@H:48]4[O:49]C(C)(C)[O:51][C@H:47]4[O:46][C@@H:45]3[C@H:54]3[CH2:58][O:57]C(C)(C)[O:55]3)=[O:42])[CH3:39])=[O:36])=[CH:33][C:32]=2[O:63][CH3:64])=[O:29])[CH:5]=[CH:6][CH:7]=1.FC(F)(F)C(O)=O.O, predict the reaction product. The product is: [OH:55][C@@H:54]([C@@H:45]1[C@H:44]([O:43][C:41]([O:40][CH:38]([O:37][C:35](=[O:36])[C:34]2[CH:61]=[CH:62][C:31]([NH:30][C:28]([C@H:9]3[C@H:8]([C:4]4[CH:5]=[CH:6][CH:7]=[C:2]([Cl:1])[C:3]=4[F:65])[C@:12]([C:15]4[CH:20]=[CH:19][C:18]([Cl:21])=[CH:17][C:16]=4[F:22])([C:13]#[N:14])[C@H:11]([CH2:23][C:24]([CH3:27])([CH3:26])[CH3:25])[NH:10]3)=[O:29])=[C:32]([O:63][CH3:64])[CH:33]=2)[CH3:39])=[O:42])[C@@H:48]([OH:49])[C@@H:47]([OH:51])[O:46]1)[CH2:58][OH:57]. (5) Given the reactants O=[C:2]1[CH2:7][CH2:6][S:5][CH2:4][CH:3]1[C:8]([O:10]C)=O.Cl.[Cl:13][C:14]1[S:18][C:17]([C:19](=[NH:21])[NH2:20])=[CH:16][CH:15]=1.ClC1SC(C2N=C(O)C3CSCC=3N=2)=CC=1, predict the reaction product. The product is: [Cl:13][C:14]1[S:18][C:17]([C:19]2[N:20]=[C:8]([OH:10])[C:3]3[CH2:4][S:5][CH2:6][CH2:7][C:2]=3[N:21]=2)=[CH:16][CH:15]=1. (6) Given the reactants [CH3:1][Mg]Br.[Cl:4][C:5]1[CH:6]=[C:7]([C:12]2([C:25]([F:28])([F:27])[F:26])[O:16][N:15]=[C:14]([C:17]3[S:21][C:20]([CH:22]=[O:23])=[C:19]([CH3:24])[CH:18]=3)[CH2:13]2)[CH:8]=[C:9]([Cl:11])[CH:10]=1, predict the reaction product. The product is: [Cl:4][C:5]1[CH:6]=[C:7]([C:12]2([C:25]([F:27])([F:26])[F:28])[O:16][N:15]=[C:14]([C:17]3[S:21][C:20]([CH:22]([OH:23])[CH3:1])=[C:19]([CH3:24])[CH:18]=3)[CH2:13]2)[CH:8]=[C:9]([Cl:11])[CH:10]=1. (7) Given the reactants [Br:1][C:2]1[CH:3]=[C:4]2[C:9](=[C:10]([CH3:12])[CH:11]=1)[N:8]=[C:7](Cl)[N:6]=[C:5]2[NH:14][CH2:15][C:16]1[CH:21]=[CH:20][C:19]([NH:22][C:23](=[O:31])[C:24]2[CH:29]=[CH:28][C:27]([Cl:30])=[CH:26][CH:25]=2)=[CH:18][CH:17]=1.[CH3:32][NH2:33], predict the reaction product. The product is: [Br:1][C:2]1[CH:3]=[C:4]2[C:9](=[C:10]([CH3:12])[CH:11]=1)[N:8]=[C:7]([NH:33][CH3:32])[N:6]=[C:5]2[NH:14][CH2:15][C:16]1[CH:21]=[CH:20][C:19]([NH:22][C:23](=[O:31])[C:24]2[CH:29]=[CH:28][C:27]([Cl:30])=[CH:26][CH:25]=2)=[CH:18][CH:17]=1.